This data is from Forward reaction prediction with 1.9M reactions from USPTO patents (1976-2016). The task is: Predict the product of the given reaction. (1) Given the reactants [C:1]([C:5]1[N:10]=[CH:9][C:8]([C:11]2[N:12]([C:32]([N:34]3[CH2:39][CH2:38][CH:37]([CH2:40][C:41](O)=[O:42])[CH2:36][CH2:35]3)=[O:33])[C@@:13]([C:25]3[CH:30]=[CH:29][C:28]([Cl:31])=[CH:27][CH:26]=3)([CH3:24])[C@@:14]([C:17]3[CH:22]=[CH:21][C:20]([Cl:23])=[CH:19][CH:18]=3)([CH3:16])[N:15]=2)=[C:7]([O:44][CH2:45][CH3:46])[CH:6]=1)([CH3:4])([CH3:3])[CH3:2].[CH2:47]([NH2:53])[CH2:48][CH2:49][CH2:50][CH2:51][CH3:52], predict the reaction product. The product is: [C:1]([C:5]1[N:10]=[CH:9][C:8]([C:11]2[N:12]([C:32]([N:34]3[CH2:39][CH2:38][CH:37]([CH2:40][C:41]([NH:53][CH2:47][CH2:48][CH2:49][CH2:50][CH2:51][CH3:52])=[O:42])[CH2:36][CH2:35]3)=[O:33])[C@@:13]([C:25]3[CH:30]=[CH:29][C:28]([Cl:31])=[CH:27][CH:26]=3)([CH3:24])[C@@:14]([C:17]3[CH:22]=[CH:21][C:20]([Cl:23])=[CH:19][CH:18]=3)([CH3:16])[N:15]=2)=[C:7]([O:44][CH2:45][CH3:46])[CH:6]=1)([CH3:3])([CH3:2])[CH3:4]. (2) The product is: [Cl:24][C:19]1[CH:18]=[C:17]([C:15]2[N:16]=[C:12]([C:9]3[CH:8]=[C:3]([C:4]([OH:6])=[O:5])[C:2]([C:37]4[CH:42]=[CH:41][CH:40]=[CH:39][CH:38]=4)=[CH:11][CH:10]=3)[S:13][CH:14]=2)[CH:22]=[CH:21][C:20]=1[Cl:23]. Given the reactants Br[C:2]1[CH:11]=[CH:10][C:9]([C:12]2[S:13][CH:14]=[C:15]([C:17]3[CH:22]=[CH:21][C:20]([Cl:23])=[C:19]([Cl:24])[CH:18]=3)[N:16]=2)=[CH:8][C:3]=1[C:4]([O:6]C)=[O:5].O1CCOCC1.C([O-])([O-])=O.[K+].[K+].[C:37]1(B(O)O)[CH:42]=[CH:41][CH:40]=[CH:39][CH:38]=1, predict the reaction product.